Task: Regression. Given a peptide amino acid sequence and an MHC pseudo amino acid sequence, predict their binding affinity value. This is MHC class I binding data.. Dataset: Peptide-MHC class I binding affinity with 185,985 pairs from IEDB/IMGT (1) The peptide sequence is FSDLANSH. The MHC is H-2-Db with pseudo-sequence H-2-Db. The binding affinity (normalized) is 0. (2) The peptide sequence is PYYPEHLV. The MHC is H-2-Kb with pseudo-sequence H-2-Kb. The binding affinity (normalized) is 0.0735. (3) The peptide sequence is IHDFVDKTL. The MHC is HLA-B46:01 with pseudo-sequence HLA-B46:01. The binding affinity (normalized) is 0.0847. (4) The peptide sequence is QAISPRTLNAW. The MHC is HLA-A03:01 with pseudo-sequence HLA-A03:01. The binding affinity (normalized) is 0. (5) The peptide sequence is SEVSNVQRL. The MHC is HLA-B40:01 with pseudo-sequence HLA-B40:01. The binding affinity (normalized) is 0.606. (6) The peptide sequence is RQIRMTSTI. The MHC is HLA-B15:01 with pseudo-sequence HLA-B15:01. The binding affinity (normalized) is 0.529. (7) The peptide sequence is RVPRNLTLSK. The MHC is HLA-A33:01 with pseudo-sequence HLA-A33:01. The binding affinity (normalized) is 0.